From a dataset of Forward reaction prediction with 1.9M reactions from USPTO patents (1976-2016). Predict the product of the given reaction. (1) Given the reactants OO.[Cl:3][C:4]1[N:9]=[C:8]2[NH:10][N:11]=[C:12]([S:13][CH3:14])[C:7]2=[C:6]([NH:15][CH:16]2[CH2:18][CH2:17]2)[N:5]=1.[OH2:19].C(O)(=[O:22])C, predict the reaction product. The product is: [Cl:3][C:4]1[N:9]=[C:8]2[NH:10][N:11]=[C:12]([S:13]([CH3:14])(=[O:22])=[O:19])[C:7]2=[C:6]([NH:15][CH:16]2[CH2:17][CH2:18]2)[N:5]=1. (2) Given the reactants [Br:1][C:2]1[CH:7]=[CH:6][C:5]([C:8]([C:10]2[CH:15]=[CH:14][C:13]([O:16]C)=[CH:12][C:11]=2[CH3:18])=[O:9])=[CH:4][CH:3]=1.[Al+3].[Cl-].[Cl-].[Cl-].O, predict the reaction product. The product is: [Br:1][C:2]1[CH:7]=[CH:6][C:5]([C:8]([C:10]2[CH:15]=[CH:14][C:13]([OH:16])=[CH:12][C:11]=2[CH3:18])=[O:9])=[CH:4][CH:3]=1. (3) The product is: [C:1]([O:4][CH2:28][C:18]1[N:19]([CH2:20][C:21]2([OH:27])[CH2:22][CH2:23][CH2:24][CH2:25][CH2:26]2)[C:15]2[C:14]3[CH:13]=[CH:12][CH:11]=[CH:10][C:9]=3[N:8]=[C:7]([NH2:6])[C:16]=2[N:17]=1)(=[O:3])[CH3:2]. Given the reactants [C:1]([O-:4])(=[O:3])[CH3:2].[K+].[NH2:6][C:7]1[C:16]2[N:17]=[C:18]([CH2:28]Cl)[N:19]([CH2:20][C:21]3([OH:27])[CH2:26][CH2:25][CH2:24][CH2:23][CH2:22]3)[C:15]=2[C:14]2[CH:13]=[CH:12][CH:11]=[CH:10][C:9]=2[N:8]=1, predict the reaction product.